From a dataset of Catalyst prediction with 721,799 reactions and 888 catalyst types from USPTO. Predict which catalyst facilitates the given reaction. (1) Reactant: [CH3:1][O:2][C:3]1[CH:4]=[C:5]([CH:8]=[CH:9][C:10]=1[O:11][CH3:12])[CH:6]=O.[OH:13][C:14]1[CH:19]=[CH:18][C:17]([CH2:20][C:21]([OH:23])=[O:22])=[CH:16][CH:15]=1.C(OC(=O)C)(=O)C.C(N(CC)CC)C.Cl. Product: [CH3:1][O:2][C:3]1[CH:4]=[C:5]([CH:6]=[C:20]([C:17]2[CH:18]=[CH:19][C:14]([OH:13])=[CH:15][CH:16]=2)[C:21]([OH:23])=[O:22])[CH:8]=[CH:9][C:10]=1[O:11][CH3:12]. The catalyst class is: 4. (2) Reactant: Br[CH:2](Br)[C:3]1[N:4]([C:28]2[CH:33]=[CH:32][C:31]([O:34][CH3:35])=[CH:30][CH:29]=2)[C:5](=[O:27])[C:6]([CH2:12][C:13]2[CH:18]=[CH:17][C:16]([C:19]3[C:20]([C:25]#[N:26])=[CH:21][CH:22]=[CH:23][CH:24]=3)=[CH:15][CH:14]=2)=[C:7]([CH2:9][CH2:10][CH3:11])[N:8]=1.[F-:37].C([N+](CCCC)(CCCC)CCCC)CCC. Product: [F:37][CH2:2][C:3]1[N:4]([C:28]2[CH:33]=[CH:32][C:31]([O:34][CH3:35])=[CH:30][CH:29]=2)[C:5](=[O:27])[C:6]([CH2:12][C:13]2[CH:18]=[CH:17][C:16]([C:19]3[C:20]([C:25]#[N:26])=[CH:21][CH:22]=[CH:23][CH:24]=3)=[CH:15][CH:14]=2)=[C:7]([CH2:9][CH2:10][CH3:11])[N:8]=1. The catalyst class is: 7. (3) Reactant: [NH2:1][C:2]1[C:3]([NH:8][C:9]2[CH:16]=[CH:15][C:12]([C:13]#[N:14])=[CH:11][CH:10]=2)=[N:4][CH:5]=[CH:6][CH:7]=1.[C:17](O)(=O)[CH2:18][CH3:19]. Product: [CH2:18]([C:19]1[N:8]([C:9]2[CH:16]=[CH:15][C:12]([C:13]#[N:14])=[CH:11][CH:10]=2)[C:3]2=[N:4][CH:5]=[CH:6][CH:7]=[C:2]2[N:1]=1)[CH3:17]. The catalyst class is: 2. (4) Reactant: Br[C:2]1[CH:3]=[C:4]([C@H:8]([N:23]([CH3:34])[C:24](=[O:33])[O:25][CH2:26][C:27]2[CH:32]=[CH:31][CH:30]=[CH:29][CH:28]=2)[CH2:9][N:10]2[CH2:14][CH2:13][C@H:12]([O:15][Si:16]([C:19]([CH3:22])([CH3:21])[CH3:20])([CH3:18])[CH3:17])[CH2:11]2)[CH:5]=[CH:6][CH:7]=1.CC([O-])=O.[K+].[CH3:40][C:41]1([CH3:57])[C:45]([CH3:47])([CH3:46])[O:44][B:43](B2CC(C)(C)C(C)(C)C2)[O:42]1. Product: [CH2:26]([O:25][C:24](=[O:33])[N:23]([C@@H:8]([C:4]1[CH:5]=[CH:6][CH:7]=[C:2]([B:43]2[O:44][C:45]([CH3:47])([CH3:46])[C:41]([CH3:57])([CH3:40])[O:42]2)[CH:3]=1)[CH2:9][N:10]1[CH2:14][CH2:13][C@H:12]([O:15][Si:16]([C:19]([CH3:22])([CH3:21])[CH3:20])([CH3:18])[CH3:17])[CH2:11]1)[CH3:34])[C:27]1[CH:32]=[CH:31][CH:30]=[CH:29][CH:28]=1. The catalyst class is: 75.